Task: Predict the reaction yield, written as a fraction of the theoretical maximum amount of product (1.0 means a 100% yield; for example, 0.34 means a 34% yield).. Dataset: Reaction yield outcomes from USPTO patents with 853,638 reactions The reactants are [NH2:1][C:2]1[S:3][C:4]([O:13][CH3:14])=[C:5]([CH3:12])[C:6]=1[C:7]([O:9]CC)=O.ClC(Cl)(O[C:19](=[O:25])OC(Cl)(Cl)Cl)Cl.C(N(CC)CC)C.[C:34]1([CH2:40][CH2:41][NH2:42])[CH:39]=[CH:38][CH:37]=[CH:36][CH:35]=1. The catalyst is C(Cl)Cl. The product is [CH3:14][O:13][C:4]1[S:3][C:2]2[NH:1][C:19](=[O:25])[N:42]([CH2:41][CH2:40][C:34]3[CH:39]=[CH:38][CH:37]=[CH:36][CH:35]=3)[C:7](=[O:9])[C:6]=2[C:5]=1[CH3:12]. The yield is 0.820.